This data is from Forward reaction prediction with 1.9M reactions from USPTO patents (1976-2016). The task is: Predict the product of the given reaction. (1) The product is: [NH2:11][C:10]1[C:12]2[CH:4]([C:3]3[CH:6]=[CH:7][CH:8]=[CH:9][C:2]=3[F:1])[C:25]([C:24](=[O:30])[CH2:23][CH3:22])=[C:26]([CH2:27][CH3:28])[NH:15][C:13]=2[S:14][C:32]=1[C:33](=[O:34])[C:35]1[CH:40]=[CH:39][C:38]([F:41])=[C:37]([F:42])[CH:36]=1. Given the reactants [F:1][C:2]1[CH:9]=[CH:8][CH:7]=[CH:6][C:3]=1[CH:4]=O.[C:10]([CH2:12][C:13]([NH2:15])=[S:14])#[N:11].N1CCCCC1.[CH3:22][CH2:23][C:24](=[O:30])[CH2:25][C:26](=O)[CH2:27][CH3:28].Br[CH2:32][C:33]([C:35]1[CH:40]=[CH:39][C:38]([F:41])=[C:37]([F:42])[CH:36]=1)=[O:34].C(=O)([O-])[O-].[K+].[K+], predict the reaction product. (2) Given the reactants C[N:2](C)[CH:3]=[C:4]([C:7]1[CH:12]=[CH:11][C:10]([F:13])=[CH:9][CH:8]=1)[CH:5]=O.O.[NH2:16]N, predict the reaction product. The product is: [F:13][C:10]1[CH:11]=[CH:12][C:7]([C:4]2[CH:3]=[N:2][NH:16][CH:5]=2)=[CH:8][CH:9]=1. (3) Given the reactants [F:1][C:2]1[CH:3]=[C:4]([C:9]2[CH:14]=[CH:13][C:12]([C:15]3[C:24]4[C:19](=[CH:20][C:21]([S:25](OC5C(F)=C(F)C(F)=C(F)C=5F)(=[O:27])=[O:26])=[CH:22][CH:23]=4)[CH:18]=[CH:17][N:16]=3)=[C:11]([O:40][CH3:41])[CH:10]=2)[CH:5]=[C:6]([F:8])[CH:7]=1.[CH3:42][C:43]1[N:48]=[CH:47][N:46]=[C:45]([NH2:49])[CH:44]=1.C[Si]([N-][Si](C)(C)C)(C)C.[Li+], predict the reaction product. The product is: [F:1][C:2]1[CH:3]=[C:4]([C:9]2[CH:14]=[CH:13][C:12]([C:15]3[C:24]4[C:19](=[CH:20][C:21]([S:25]([NH:49][C:45]5[CH:44]=[C:43]([CH3:42])[N:48]=[CH:47][N:46]=5)(=[O:26])=[O:27])=[CH:22][CH:23]=4)[CH:18]=[CH:17][N:16]=3)=[C:11]([O:40][CH3:41])[CH:10]=2)[CH:5]=[C:6]([F:8])[CH:7]=1. (4) Given the reactants [CH3:1][C:2]([CH3:14])([O:4][C:5]([NH:7][C:8]([CH3:13])([C:10](O)=[O:11])[CH3:9])=[O:6])[CH3:3].F[P-](F)(F)(F)(F)F.N1(O[P+](N2CCCC2)(N2CCCC2)N2CCCC2)C2C=CC=CC=2N=N1.CCN(C(C)C)C(C)C.O.S(O)(O)(=O)=O.O[NH:64][C:65]([NH2:67])=[NH:66], predict the reaction product. The product is: [C:2]([O:4][C:5](=[O:6])[NH:7][C:8]([C:10]1[O:11][N:66]=[C:65]([NH2:67])[N:64]=1)([CH3:13])[CH3:9])([CH3:14])([CH3:3])[CH3:1]. (5) Given the reactants [NH2:1][C:2]1[CH:14]=[C:13]([O:15][CH3:16])[CH:12]=[CH:11][C:3]=1[NH:4][C:5]1[CH:10]=[CH:9][CH:8]=[CH:7][N:6]=1.[CH3:17][C:18]1[O:19][CH:20]=[CH:21][C:22]=1/[CH:23]=[CH:24]/[C:25](Cl)=O.N1C=CC=CC=1N1C2C=CC=CC=2N=C1/C=C/C1C=CC=CC=1, predict the reaction product. The product is: [CH3:16][O:15][C:13]1[CH:12]=[CH:11][C:3]2[N:4]([C:5]3[CH:10]=[CH:9][CH:8]=[CH:7][N:6]=3)[C:25](/[CH:24]=[CH:23]/[C:22]3[CH:21]=[CH:20][O:19][C:18]=3[CH3:17])=[N:1][C:2]=2[CH:14]=1. (6) Given the reactants [C:1]([O:5][C:6]([NH:8][C@H:9]([CH2:21]O)[CH2:10][C:11]([O:13][CH2:14][C:15]1[CH:20]=[CH:19][CH:18]=[CH:17][CH:16]=1)=[O:12])=[O:7])([CH3:4])([CH3:3])[CH3:2].C(N(CC)CC)C.CS(Cl)(=O)=O.[Cl:35][C:36]1[CH:37]=[C:38]([SH:43])[CH:39]=[CH:40][C:41]=1[Cl:42].[H-].[Na+].S([O-])(=O)(=O)C, predict the reaction product. The product is: [C:1]([O:5][C:6]([NH:8][C@H:9]([CH2:21][S:43][C:38]1[CH:39]=[CH:40][C:41]([Cl:42])=[C:36]([Cl:35])[CH:37]=1)[CH2:10][C:11]([O:13][CH2:14][C:15]1[CH:16]=[CH:17][CH:18]=[CH:19][CH:20]=1)=[O:12])=[O:7])([CH3:2])([CH3:3])[CH3:4]. (7) Given the reactants Br[C:2]1[CH:3]=[C:4]2[C:9](=[CH:10][CH:11]=1)[N:8]=[CH:7][C:6]([C:12]([CH:14]1[CH2:16][CH2:15]1)=[O:13])=[C:5]2[NH:17][CH:18]1[CH2:23][CH2:22][CH:21]([N:24]([CH2:27][CH3:28])[CH2:25][CH3:26])[CH2:20][CH2:19]1.[CH3:29][O:30][C:31]1[CH:36]=[C:35](B2OC(C)(C)C(C)(C)O2)[CH:34]=[CH:33][C:32]=1[OH:46], predict the reaction product. The product is: [CH:14]1([C:12]([C:6]2[CH:7]=[N:8][C:9]3[C:4]([C:5]=2[NH:17][CH:18]2[CH2:19][CH2:20][CH:21]([N:24]([CH2:25][CH3:26])[CH2:27][CH3:28])[CH2:22][CH2:23]2)=[CH:3][C:2]([C:35]2[CH:34]=[CH:33][C:32]([OH:46])=[C:31]([O:30][CH3:29])[CH:36]=2)=[CH:11][CH:10]=3)=[O:13])[CH2:16][CH2:15]1.